Dataset: Reaction yield outcomes from USPTO patents with 853,638 reactions. Task: Predict the reaction yield, written as a fraction of the theoretical maximum amount of product (1.0 means a 100% yield; for example, 0.34 means a 34% yield). The reactants are Br[C:2]1[CH:3]=[C:4]([N+:14]([O-:16])=[O:15])[C:5]([NH:12][CH3:13])=[C:6]([CH:11]=1)[C:7]([O:9][CH3:10])=[O:8].[CH3:17][C:18]1[C:22](B2OC(C)(C)C(C)(C)O2)=[C:21]([CH3:32])[O:20][N:19]=1.C(=O)([O-])[O-].[Cs+].[Cs+]. The catalyst is O.CCOC(C)=O. The product is [CH3:17][C:18]1[C:22]([C:2]2[CH:3]=[C:4]([N+:14]([O-:16])=[O:15])[C:5]([NH:12][CH3:13])=[C:6]([CH:11]=2)[C:7]([O:9][CH3:10])=[O:8])=[C:21]([CH3:32])[O:20][N:19]=1. The yield is 0.380.